Dataset: Reaction yield outcomes from USPTO patents with 853,638 reactions. Task: Predict the reaction yield, written as a fraction of the theoretical maximum amount of product (1.0 means a 100% yield; for example, 0.34 means a 34% yield). (1) The reactants are Cl.Cl.[CH3:3][C@H:4]1[CH2:9][NH:8][CH2:7][CH2:6][N:5]1[CH:10]1[C:18]2[C:13](=[CH:14][CH:15]=[C:16]([C:19]([F:22])([F:21])[F:20])[CH:17]=2)[CH2:12][CH2:11]1.O=[C:24]1[CH2:29][CH2:28][N:27]([C:30]([O:32][C:33]([CH3:36])([CH3:35])[CH3:34])=[O:31])[CH2:26][CH2:25]1.[C-:37]#[N:38].C([Al+]CC)C. The catalyst is ClCCl.CC(C)[O-].CC(C)[O-].CC(C)[O-].CC(C)[O-].[Ti+4]. The product is [C:37]([C:24]1([N:8]2[CH2:7][CH2:6][N:5]([CH:10]3[C:18]4[C:13](=[CH:14][CH:15]=[C:16]([C:19]([F:22])([F:20])[F:21])[CH:17]=4)[CH2:12][CH2:11]3)[C@@H:4]([CH3:3])[CH2:9]2)[CH2:29][CH2:28][N:27]([C:30]([O:32][C:33]([CH3:36])([CH3:35])[CH3:34])=[O:31])[CH2:26][CH2:25]1)#[N:38]. The yield is 0.980. (2) The reactants are Cl[C:2]1[C:11]2[C:6](=[CH:7][C:8]([O:14][CH2:15][CH2:16][CH2:17][S:18]([CH3:21])(=[O:20])=[O:19])=[C:9]([O:12][CH3:13])[CH:10]=2)[N:5]=[CH:4][N:3]=1.C(=O)([O-])[O-].[K+].[K+].[OH:28][C:29]1[CH:38]=[C:37]2[C:32]([CH:33]=[CH:34][CH:35]=[N:36]2)=[CH:31][CH:30]=1. The catalyst is CN(C=O)C. The product is [CH3:13][O:12][C:9]1[CH:10]=[C:11]2[C:6](=[CH:7][C:8]=1[O:14][CH2:15][CH2:16][CH2:17][S:18]([CH3:21])(=[O:20])=[O:19])[N:5]=[CH:4][N:3]=[C:2]2[O:28][C:29]1[CH:38]=[C:37]2[C:32]([CH:33]=[CH:34][CH:35]=[N:36]2)=[CH:31][CH:30]=1. The yield is 0.810.